This data is from Reaction yield outcomes from USPTO patents with 853,638 reactions. The task is: Predict the reaction yield, written as a fraction of the theoretical maximum amount of product (1.0 means a 100% yield; for example, 0.34 means a 34% yield). (1) The product is [C:56]([O:55][C@@H:51]([C@H:50]([O:49][C:47](=[O:48])[C:44]1[CH:43]=[CH:42][CH:41]=[CH:46][CH:45]=1)[C:64]([OH:66])=[O:65])[C:52]([OH:54])=[O:53])(=[O:57])[C:58]1[CH:63]=[CH:62][CH:61]=[CH:60][CH:59]=1.[C:1]([O:7][CH2:8][N:9]1[C:13]2[N:14]=[CH:15][N:16]=[C:17]([C:18]3[CH:19]=[N:20][N:21]([C@@H:23]([CH:27]4[CH2:31][CH2:30][CH2:29][CH2:28]4)[CH2:24][C:25]#[N:26])[CH:22]=3)[C:12]=2[CH:11]=[CH:10]1)(=[O:6])[C:2]([CH3:4])([CH3:5])[CH3:3]. The catalyst is C(#N)C. The yield is 0.792. The reactants are [C:1]([O:7][CH2:8][N:9]1[C:13]2[N:14]=[CH:15][N:16]=[C:17]([C:18]3[CH:19]=[N:20][N:21]([CH:23]([CH:27]4[CH2:31][CH2:30][CH2:29][CH2:28]4)[CH2:24][C:25]#[N:26])[CH:22]=3)[C:12]=2[CH:11]=[CH:10]1)(=[O:6])[C:2]([CH3:5])([CH3:4])[CH3:3].O1CCCC1.CC(C)=O.[CH:41]1[CH:46]=[CH:45][C:44]([C:47]([O:49][C@H:50]([C:64]([OH:66])=[O:65])[C@H:51]([O:55][C:56]([C:58]2[CH:63]=[CH:62][CH:61]=[CH:60][CH:59]=2)=[O:57])[C:52]([OH:54])=[O:53])=[O:48])=[CH:43][CH:42]=1. (2) The yield is 0.170. The product is [Cl:1][C:2]1[CH:10]=[C:9]([C:11]([NH:13][C@@H:14]([C:16]2[C:25]3[C:20](=[CH:21][CH:22]=[CH:23][CH:24]=3)[CH:19]=[CH:18][CH:17]=2)[CH3:15])=[O:12])[CH:8]=[C:7]([Cl:26])[C:3]=1[C:4]([NH:32][C@H:31]([C:30]([O:29][CH3:28])=[O:42])[CH2:33][NH:34][C:35]([C:37]1[S:38][CH:39]=[CH:40][CH:41]=1)=[O:36])=[O:5]. The catalyst is CN(C)C=O. The reactants are [Cl:1][C:2]1[CH:10]=[C:9]([C:11]([NH:13][C@@H:14]([C:16]2[C:25]3[C:20](=[CH:21][CH:22]=[CH:23][CH:24]=3)[CH:19]=[CH:18][CH:17]=2)[CH3:15])=[O:12])[CH:8]=[C:7]([Cl:26])[C:3]=1[C:4](O)=[O:5].Cl.[CH3:28][O:29][C:30](=[O:42])[C@H:31]([CH2:33][NH:34][C:35]([C:37]1[S:38][CH:39]=[CH:40][CH:41]=1)=[O:36])[NH2:32].CN(C(ON1N=NC2C=CC=CC1=2)=[N+](C)C)C.F[P-](F)(F)(F)(F)F.C1C=CC2N(O)N=NC=2C=1.C(N(C(C)C)CC)(C)C.